Dataset: Full USPTO retrosynthesis dataset with 1.9M reactions from patents (1976-2016). Task: Predict the reactants needed to synthesize the given product. (1) Given the product [NH:17]1[C:36]2[C:37](=[CH:2][C:3]([NH:17][C:15]([C:10]3[C:9]([C:6]4[CH:5]=[CH:4][C:3]([C:2]([F:31])([F:30])[F:1])=[CH:8][CH:7]=4)=[CH:14][CH:13]=[CH:12][CH:11]=3)=[O:16])=[CH:4][CH:5]=2)[CH2:10][CH2:15]1, predict the reactants needed to synthesize it. The reactants are: [F:1][C:2]([F:31])([F:30])[C:3]1[CH:8]=[CH:7][C:6]([C:9]2[CH:14]=[CH:13][CH:12]=[CH:11][C:10]=2[C:15]([NH:17]C2CC3C(=CC=CC=3)N2C([O-])=O)=[O:16])=[CH:5][CH:4]=1.C(O[CH2:36][CH3:37])(=O)C.O.C(=O)([O-])[O-].[K+].[K+]. (2) Given the product [CH2:1]([O:8][C:9]1[CH:16]=[CH:15][C:12]([C:13]#[N:25])=[CH:11][C:10]=1[O:17][CH3:18])[C:2]1[CH:7]=[CH:6][CH:5]=[CH:4][CH:3]=1, predict the reactants needed to synthesize it. The reactants are: [CH2:1]([O:8][C:9]1[CH:16]=[CH:15][C:12]([CH:13]=O)=[CH:11][C:10]=1[O:17][CH3:18])[C:2]1[CH:7]=[CH:6][CH:5]=[CH:4][CH:3]=1.C([O-])(=O)C.[Na+].Cl.[NH2:25]O.[OH-].[Na+].